This data is from NCI-60 drug combinations with 297,098 pairs across 59 cell lines. The task is: Regression. Given two drug SMILES strings and cell line genomic features, predict the synergy score measuring deviation from expected non-interaction effect. Drug 1: CCCS(=O)(=O)NC1=C(C(=C(C=C1)F)C(=O)C2=CNC3=C2C=C(C=N3)C4=CC=C(C=C4)Cl)F. Drug 2: CCC1(CC2CC(C3=C(CCN(C2)C1)C4=CC=CC=C4N3)(C5=C(C=C6C(=C5)C78CCN9C7C(C=CC9)(C(C(C8N6C)(C(=O)OC)O)OC(=O)C)CC)OC)C(=O)OC)O.OS(=O)(=O)O. Synergy scores: CSS=31.4, Synergy_ZIP=3.63, Synergy_Bliss=8.75, Synergy_Loewe=-12.3, Synergy_HSA=8.04. Cell line: IGROV1.